Dataset: Reaction yield outcomes from USPTO patents with 853,638 reactions. Task: Predict the reaction yield, written as a fraction of the theoretical maximum amount of product (1.0 means a 100% yield; for example, 0.34 means a 34% yield). The yield is 0.900. The product is [F:14][C:15]([F:17])([F:16])[C:7]1[C:5](=[O:6])[NH:4][C:2](=[O:3])[NH:1][CH:8]=1. The reactants are [NH:1]1[CH:8]=[CH:7][C:5](=[O:6])[NH:4][C:2]1=[O:3].S(=O)(=O)(O)O.[F:14][C:15](I)([F:17])[F:16].OO. The catalyst is S([O-])([O-])(=O)=O.[Fe+2].CS(C)=O.